From a dataset of Catalyst prediction with 721,799 reactions and 888 catalyst types from USPTO. Predict which catalyst facilitates the given reaction. (1) Reactant: [CH3:1][O:2][C:3](=[O:12])[C:4]1[CH:9]=[C:8]([CH3:10])[CH:7]=[CH:6][C:5]=1[NH2:11].C(N(CC)CC)C.[C:20](Cl)(Cl)=[O:21].C1(C)C=CC=CC=1.[C:31]1([SH:37])[CH:36]=[CH:35][CH:34]=[CH:33][CH:32]=1.[N-]=C=O. Product: [CH3:10][C:8]1[CH:7]=[CH:6][C:5]([NH:11][C:20]([S:37][C:31]2[CH:36]=[CH:35][CH:34]=[CH:33][CH:32]=2)=[O:21])=[C:4]([CH:9]=1)[C:3]([O:2][CH3:1])=[O:12]. The catalyst class is: 1. (2) Reactant: C[O:2][C:3](=[O:31])[C:4]1[CH:9]=[C:8]([NH:10][C:11](=[O:30])[CH2:12][O:13][C:14]2[CH:19]=[CH:18][C:17]([C:20]34[CH2:29][CH:24]5[CH2:25][CH:26]([CH2:28][CH:22]([CH2:23]5)[CH2:21]3)[CH2:27]4)=[CH:16][CH:15]=2)[CH:7]=[N:6][CH:5]=1.[I-].[Li+]. Product: [C:20]12([C:17]3[CH:18]=[CH:19][C:14]([O:13][CH2:12][C:11]([NH:10][C:8]4[CH:7]=[N:6][CH:5]=[C:4]([CH:9]=4)[C:3]([OH:31])=[O:2])=[O:30])=[CH:15][CH:16]=3)[CH2:27][CH:26]3[CH2:28][CH:22]([CH2:23][CH:24]([CH2:25]3)[CH2:29]1)[CH2:21]2. The catalyst class is: 17. (3) Reactant: F[C:2]1[CH:7]=[CH:6][C:5]([N+:8]([O-:10])=[O:9])=[CH:4][CH:3]=1.[CH3:11][N:12]1[CH2:17][CH2:16][NH:15][CH2:14][CH2:13]1.C([O-])([O-])=O.[K+].[K+]. Product: [CH3:11][N:12]1[CH2:17][CH2:16][N:15]([C:2]2[CH:7]=[CH:6][C:5]([N+:8]([O-:10])=[O:9])=[CH:4][CH:3]=2)[CH2:14][CH2:13]1. The catalyst class is: 3. (4) Reactant: [C:1]([NH:4][C:5]1[S:6][CH:7]=[C:8]([C:10]([NH2:12])=O)[N:9]=1)(=[O:3])[CH3:2].C1(C)C=CC(S(Cl)(=O)=O)=CC=1.C(OCC)(=O)C.O. Product: [C:1]([NH:4][C:5]1[S:6][CH:7]=[C:8]([C:10]#[N:12])[N:9]=1)(=[O:3])[CH3:2]. The catalyst class is: 17. (5) Reactant: Cl.Cl[C:3]1[CH:8]=[C:7]([C:9]2[CH:14]=[CH:13][CH:12]=[C:11]([Cl:15])[CH:10]=2)[N:6]=[C:5]2[CH2:16][CH2:17][CH2:18][C:4]=12.[SH:19][C:20]1[CH:25]=[CH:24][C:23]([CH2:26][C:27]([O:29][CH3:30])=[O:28])=[CH:22][CH:21]=1.CCN(CC)CC. Product: [Cl:15][C:11]1[CH:10]=[C:9]([C:7]2[N:6]=[C:5]3[CH2:16][CH2:17][CH2:18][C:4]3=[C:3]([S:19][C:20]3[CH:21]=[CH:22][C:23]([CH2:26][C:27]([O:29][CH3:30])=[O:28])=[CH:24][CH:25]=3)[CH:8]=2)[CH:14]=[CH:13][CH:12]=1. The catalyst class is: 3.